From a dataset of Full USPTO retrosynthesis dataset with 1.9M reactions from patents (1976-2016). Predict the reactants needed to synthesize the given product. (1) The reactants are: [Cl:1][C:2]1[CH:3]=[C:4]([C:8]2[N:9]=[CH:10][C:11]3[CH2:12][CH2:13][CH2:14][C:15]4([C:21](=[O:22])[N:20]([CH3:23])[C:19](=O)[NH:18]4)[C:16]=3[CH:17]=2)[CH:5]=[CH:6][CH:7]=1.COC1C=CC(P2(SP(C3C=CC(OC)=CC=3)(=S)S2)=[S:34])=CC=1.C1(C)C=CC=CC=1. Given the product [Cl:1][C:2]1[CH:3]=[C:4]([C:8]2[N:9]=[CH:10][C:11]3[CH2:12][CH2:13][CH2:14][C:15]4([C:21](=[O:22])[N:20]([CH3:23])[C:19](=[S:34])[NH:18]4)[C:16]=3[CH:17]=2)[CH:5]=[CH:6][CH:7]=1, predict the reactants needed to synthesize it. (2) Given the product [Br:1][C:2]1[CH:3]=[CH:4][C:5]([C:8]2[CH2:12][CH:11]([CH2:20][NH:17][C:15](=[O:27])[CH3:16])[O:10][N:9]=2)=[CH:6][CH:7]=1, predict the reactants needed to synthesize it. The reactants are: [Br:1][C:2]1[CH:7]=[CH:6][C:5]([C:8]2[CH2:12][CH:11](NC)[O:10][N:9]=2)=[CH:4][CH:3]=1.[CH2:15]([N:17]([CH2:20]C)CC)[CH3:16].ClCCl.C(Cl)(=[O:27])C.